Dataset: Forward reaction prediction with 1.9M reactions from USPTO patents (1976-2016). Task: Predict the product of the given reaction. (1) Given the reactants [C:1]([OH:11])(=[O:10])[C:2]1[CH:9]=[CH:8][C:6]([OH:7])=[C:4]([OH:5])[CH:3]=1.[C:12]([OH:22])(=[O:21])[C:13]1[CH:20]=[C:18]([OH:19])[CH:17]=[C:15]([OH:16])[CH:14]=1.[C:23]([OH:34])(=[O:33])[C:24]1[CH:32]=[C:30]([OH:31])[C:28]([OH:29])=[C:26]([OH:27])[CH:25]=1, predict the reaction product. The product is: [OH:5][C:4]1[CH:3]=[C:2]([CH:9]=[CH:8][C:6]=1[OH:7])[C:1]([O:11][CH3:12])=[O:10].[OH:16][C:15]1[CH:14]=[C:13]([CH:20]=[C:18]([OH:19])[CH:17]=1)[C:12]([O:22][CH3:23])=[O:21].[OH:27][C:26]1[CH:25]=[C:24]([CH:32]=[C:30]([OH:31])[C:28]=1[OH:29])[C:23]([O:34][CH3:1])=[O:33]. (2) Given the reactants [F:1][C:2]1[CH:3]=[C:4]([CH:6]=[CH:7][C:8]=1[O:9][C:10]1[CH:15]=[CH:14][N:13]=[C:12]2[NH:16][N:17]=[C:18](I)[C:11]=12)[NH2:5].[CH3:20][N:21]1[CH2:26]CNC[CH2:22]1.[CH3:27][N:28]([CH:30]=[O:31])[CH3:29], predict the reaction product. The product is: [NH2:5][C:4]1[CH:6]=[CH:7][C:8]([O:9][C:10]2[CH:15]=[CH:14][N:13]=[C:12]3[NH:16][N:17]=[C:18]([C:30]([N:28]4[CH2:29][CH2:22][N:21]([CH3:26])[CH2:20][CH2:27]4)=[O:31])[C:11]=23)=[C:2]([F:1])[CH:3]=1. (3) Given the reactants [N:1]1[CH:9]=[C:8]2[C:4]([N:5]=[CH:6][NH:7]2)=[N:3][CH:2]=1.I[C:11]1[CH:16]=[CH:15][CH:14]=[CH:13][CH:12]=1.C([O-])([O-])=O.[Cs+].[Cs+].CN[C@@H]1CCCC[C@H]1NC, predict the reaction product. The product is: [C:11]1([N:1]2[CH:9]=[C:8]3[C:4](=[N:5][CH:6]=[N:7]3)[N:3]=[CH:2]2)[CH:16]=[CH:15][CH:14]=[CH:13][CH:12]=1. (4) Given the reactants [F:1][C:2]1[CH:3]=[N:4][C:5]([NH:11][C:12]2[CH:17]=[CH:16][CH:15]=[C:14]([S:18][CH3:19])[CH:13]=2)=[C:6]([CH:10]=1)[C:7]([OH:9])=O.[NH2:20][C@@H:21]1[CH2:26][CH2:25][C@H:24]([NH:27][C:28](=[O:34])[O:29][C:30]([CH3:33])([CH3:32])[CH3:31])[CH2:23][CH2:22]1.CN(C(ON1N=NC2C=CC=NC1=2)=[N+](C)C)C.F[P-](F)(F)(F)(F)F.C1C=NC2N(O)N=NC=2C=1.CCN(C(C)C)C(C)C, predict the reaction product. The product is: [F:1][C:2]1[CH:10]=[C:6]([C:7]([NH:20][C@@H:21]2[CH2:26][CH2:25][C@H:24]([NH:27][C:28](=[O:34])[O:29][C:30]([CH3:32])([CH3:31])[CH3:33])[CH2:23][CH2:22]2)=[O:9])[C:5]([NH:11][C:12]2[CH:17]=[CH:16][CH:15]=[C:14]([S:18][CH3:19])[CH:13]=2)=[N:4][CH:3]=1.